This data is from Full USPTO retrosynthesis dataset with 1.9M reactions from patents (1976-2016). The task is: Predict the reactants needed to synthesize the given product. (1) The reactants are: [NH:1]1[CH2:6][CH2:5][C:4]2([C:14]3[C:9](=[CH:10][CH:11]=[CH:12][CH:13]=3)[CH:8]=[CH:7]2)[CH2:3][CH2:2]1.C(=O)([O-])O.[Na+].[Br:20][CH2:21][C:22](Br)=[O:23].O. Given the product [Br:20][CH2:21][C:22]([N:1]1[CH2:6][CH2:5][C:4]2([C:14]3[C:9](=[CH:10][CH:11]=[CH:12][CH:13]=3)[CH:8]=[CH:7]2)[CH2:3][CH2:2]1)=[O:23], predict the reactants needed to synthesize it. (2) Given the product [NH2:1][C:2]1[C:7]2=[CH:8][C:9]([CH2:24][CH2:25][CH2:26][N:27]3[CH2:31][CH2:30][CH2:29][CH2:28]3)=[C:10]([CH:11]3[CH2:16][CH2:15][N:14]([C:17]([O:19][C:20]([CH3:23])([CH3:22])[CH3:21])=[O:18])[CH2:13][CH2:12]3)[N:6]2[N:5]=[CH:4][N:3]=1, predict the reactants needed to synthesize it. The reactants are: [NH2:1][C:2]1[C:7]2=[CH:8][C:9]([CH2:24][CH2:25][CH2:26][N:27]3[CH2:31][CH2:30][CH2:29][CH2:28]3)=[C:10]([C:11]3[CH2:16][CH2:15][N:14]([C:17]([O:19][C:20]([CH3:23])([CH3:22])[CH3:21])=[O:18])[CH2:13][CH:12]=3)[N:6]2[N:5]=[CH:4][N:3]=1. (3) The reactants are: [OH-].[Li+].[CH3:3][O:4][C:5]1[CH:6]=[C:7]([CH:10]=[CH:11][C:12]=1[N:13]1[CH:17]=[C:16]([CH3:18])[N:15]=[CH:14]1)[CH:8]=O.C(OP([CH:27]1[CH2:35][CH2:34][C@@H:33]2[N:29]([C@H:30]([C:36]3[CH:41]=[CH:40][C:39]([F:42])=[C:38]([F:43])[C:37]=3[F:44])[CH2:31][CH2:32]2)[C:28]1=[O:45])(=O)OCC)C.C(O)C. Given the product [F:44][C:37]1[C:38]([F:43])=[C:39]([F:42])[CH:40]=[CH:41][C:36]=1[C@H:30]1[N:29]2[C@@H:33]([CH2:34][CH2:35]/[C:27](=[CH:8]\[C:7]3[CH:10]=[CH:11][C:12]([N:13]4[CH:17]=[C:16]([CH3:18])[N:15]=[CH:14]4)=[C:5]([O:4][CH3:3])[CH:6]=3)/[C:28]2=[O:45])[CH2:32][CH2:31]1, predict the reactants needed to synthesize it. (4) Given the product [Br:1][C:2]1[CH:3]=[C:4]([C:30]([CH3:37])([CH3:36])[C:31]([OH:33])=[O:32])[CH:5]=[C:6]2[C:10]=1[N:9]([CH2:11][C:12]([NH:14][C:15]([CH3:18])([CH3:17])[CH3:16])=[O:13])[C:8]([C:19]1[CH:24]=[CH:23][C:22]([O:25][C:26]([F:28])([F:29])[F:27])=[CH:21][CH:20]=1)=[CH:7]2, predict the reactants needed to synthesize it. The reactants are: [Br:1][C:2]1[CH:3]=[C:4]([C:30]([CH3:37])([CH3:36])[C:31]([O:33]CC)=[O:32])[CH:5]=[C:6]2[C:10]=1[N:9]([CH2:11][C:12]([NH:14][C:15]([CH3:18])([CH3:17])[CH3:16])=[O:13])[C:8]([C:19]1[CH:24]=[CH:23][C:22]([O:25][C:26]([F:29])([F:28])[F:27])=[CH:21][CH:20]=1)=[CH:7]2.[OH-].[K+]. (5) Given the product [OH:2][C:3]1[CH:4]=[C:5]2[C:10](=[CH:11][CH:12]=1)[CH:9]=[C:8]([C:13](=[O:29])[CH2:14][CH:15]([C:16]1[CH:17]=[CH:18][CH:19]=[CH:20][CH:21]=1)[CH2:22][C:23]([OH:25])=[O:24])[CH:7]=[CH:6]2, predict the reactants needed to synthesize it. The reactants are: C[O:2][C:3]1[CH:4]=[C:5]2[C:10](=[CH:11][CH:12]=1)[CH:9]=[C:8]([C:13](=[O:29])[CH2:14][CH:15]([CH:22](C(O)=O)[C:23]([OH:25])=[O:24])[C:16]1[CH:21]=[CH:20][CH:19]=[CH:18][CH:17]=1)[CH:7]=[CH:6]2.Br. (6) Given the product [Cl:26][C:21]1[CH:20]=[C:19]([NH:18][C:5]2[C:4]3[C:9](=[C:10]([C:12]([F:13])([F:14])[F:15])[CH:11]=[C:2]([NH:1][CH2:33][C:29]4[CH:28]=[N:27][CH:32]=[CH:31][CH:30]=4)[CH:3]=3)[N:8]=[CH:7][C:6]=2[C:16]#[N:17])[CH:24]=[CH:23][C:22]=1[F:25], predict the reactants needed to synthesize it. The reactants are: [NH2:1][C:2]1[CH:3]=[C:4]2[C:9](=[C:10]([C:12]([F:15])([F:14])[F:13])[CH:11]=1)[N:8]=[CH:7][C:6]([C:16]#[N:17])=[C:5]2[NH:18][C:19]1[CH:24]=[CH:23][C:22]([F:25])=[C:21]([Cl:26])[CH:20]=1.[N:27]1[CH:32]=[CH:31][CH:30]=[C:29]([CH:33]=O)[CH:28]=1.[BH3-]C#N.[Na+]. (7) Given the product [C@H:27]([NH:26][C:20]1[C:19](=[O:22])[C:18](=[O:23])[C:17]=1[NH:16][C:5]1[C:6]([OH:15])=[C:7]([S:8]([N:11]([O:13][CH3:14])[CH3:12])(=[O:10])=[O:9])[C:2]([Cl:1])=[CH:3][CH:4]=1)([CH2:29][CH3:30])[CH3:28], predict the reactants needed to synthesize it. The reactants are: [Cl:1][C:2]1[C:7]([S:8]([N:11]([O:13][CH3:14])[CH3:12])(=[O:10])=[O:9])=[C:6]([OH:15])[C:5]([NH:16][C:17]2[C:20](=O)[C:19](=[O:22])[C:18]=2[O:23]CC)=[CH:4][CH:3]=1.[NH2:26][C@@H:27]([CH2:29][CH3:30])[CH3:28]. (8) The reactants are: [F:1][C:2]1[CH:3]=[C:4]2[C:9](=[CH:10][CH:11]=1)[C:8](=[O:12])[NH:7][CH2:6][CH2:5]2.ClC1C(=O)C(C#N)=C(C#N)C(=O)C=1Cl. Given the product [F:1][C:2]1[CH:3]=[C:4]2[C:9](=[CH:10][CH:11]=1)[C:8](=[O:12])[NH:7][CH:6]=[CH:5]2, predict the reactants needed to synthesize it.